This data is from HIV replication inhibition screening data with 41,000+ compounds from the AIDS Antiviral Screen. The task is: Binary Classification. Given a drug SMILES string, predict its activity (active/inactive) in a high-throughput screening assay against a specified biological target. (1) The drug is CCOC(=O)C1(C#N)C(c2ccccc2)CC(O)(c2ccc([N+](=O)[O-])cc2)C(C(=O)c2ccc([N+](=O)[O-])cc2)C1c1ccccc1. The result is 0 (inactive). (2) The compound is COc1ccc(-c2nc3ccccc3c(=S)n2OC(C)=O)cc1. The result is 0 (inactive). (3) The molecule is N=C(N)NS(=O)(=O)c1ccc(NCc2c3ccccc3nc3ccccc23)cc1. The result is 0 (inactive). (4) The molecule is c1ccc2c(c1)[nH]c1c2c(N2CCOCC2)nn2cnnc12. The result is 0 (inactive).